Dataset: Reaction yield outcomes from USPTO patents with 853,638 reactions. Task: Predict the reaction yield, written as a fraction of the theoretical maximum amount of product (1.0 means a 100% yield; for example, 0.34 means a 34% yield). (1) The reactants are [O:1]1CCO[CH:2]1[C:6]1[CH:7]=[C:8]([CH:11]=[C:12]([C:14]#[C:15][CH2:16][OH:17])[CH:13]=1)[C:9]#[N:10].O.C1(C)C=CC(S(O)(=O)=O)=CC=1.C([O-])(O)=O.[Na+]. The catalyst is CC(C)=O. The product is [CH:2]([C:6]1[CH:7]=[C:8]([CH:11]=[C:12]([C:14]#[C:15][CH2:16][OH:17])[CH:13]=1)[C:9]#[N:10])=[O:1]. The yield is 0.620. (2) The reactants are [CH3:1][NH:2][NH2:3].C(N(CC)CC)C.Br[CH2:12][C:13]([O:15][CH2:16][CH3:17])=[O:14]. The catalyst is ClCCl.C(OCC)(=O)C. The product is [CH3:1][N:2]([CH2:12][C:13]([O:15][CH2:16][CH3:17])=[O:14])[NH2:3]. The yield is 0.770. (3) The reactants are C([NH:5][S:6]([C:9]1[S:10][C:11]([C:14]2[N:15]=[CH:16][N:17]([C:19]3[CH:24]=[C:23]([C:25]([F:28])([F:27])[F:26])[CH:22]=[C:21]([C:29]4[CH:34]=[CH:33][C:32]([C:35]([F:38])([F:37])[F:36])=[CH:31][CH:30]=4)[N:20]=3)[CH:18]=2)=[CH:12][CH:13]=1)(=[O:8])=[O:7])(C)(C)C.C(O)(C(F)(F)F)=O. The catalyst is ClCCl. The product is [F:28][C:25]([F:26])([F:27])[C:23]1[CH:22]=[C:21]([C:29]2[CH:34]=[CH:33][C:32]([C:35]([F:38])([F:37])[F:36])=[CH:31][CH:30]=2)[N:20]=[C:19]([N:17]2[CH:18]=[C:14]([C:11]3[S:10][C:9]([S:6]([NH2:5])(=[O:8])=[O:7])=[CH:13][CH:12]=3)[N:15]=[CH:16]2)[CH:24]=1. The yield is 0.810.